From a dataset of Forward reaction prediction with 1.9M reactions from USPTO patents (1976-2016). Predict the product of the given reaction. (1) Given the reactants [CH3:1][O:2][C:3]1[CH:4]=[C:5]([CH2:11][CH2:12][CH2:13]I)[CH:6]=[CH:7][C:8]=1[O:9][CH3:10].[Cl:15][C:16]1[N:21]=[C:20](Cl)[N:19]=[C:18]([N:23]2[CH2:28][CH2:27][O:26][CH2:25][CH2:24]2)[N:17]=1, predict the reaction product. The product is: [Cl:15][C:16]1[N:17]=[C:18]([N:23]2[CH2:24][CH2:25][O:26][CH2:27][CH2:28]2)[N:19]=[C:20]([CH2:13][CH2:12][CH2:11][C:5]2[CH:6]=[CH:7][C:8]([O:9][CH3:10])=[C:3]([O:2][CH3:1])[CH:4]=2)[N:21]=1. (2) The product is: [NH2:23][C:24]1[S:25][C:26]([C:32]2[CH:33]=[CH:34][CH:35]=[CH:36][CH:37]=2)=[C:27]([C:29]([N:6]2[CH2:5][C@H:4]3[C@H:8]([CH2:9][CH:2]([CH3:1])[CH2:3]3)[C@H:7]2[CH2:10][NH:11][C:12]([C:14]2[N:21]3[C:17]([S:18][CH:19]=[CH:20]3)=[N:16][C:15]=2[CH3:22])=[O:13])=[O:30])[N:28]=1. Given the reactants [CH3:1][CH:2]1[CH2:9][C@H:8]2[C@H:4]([CH2:5][NH:6][C@@H:7]2[CH2:10][NH:11][C:12]([C:14]2[N:21]3[C:17]([S:18][CH:19]=[CH:20]3)=[N:16][C:15]=2[CH3:22])=[O:13])[CH2:3]1.[NH2:23][C:24]1[S:25][C:26]([C:32]2[CH:37]=[CH:36][CH:35]=[CH:34][CH:33]=2)=[C:27]([C:29](O)=[O:30])[N:28]=1, predict the reaction product. (3) Given the reactants C([O:3][C:4]([C:6]1[S:10][C:9]([C:11]2[CH:16]=[CH:15][CH:14]=[CH:13][CH:12]=2)=[N:8][C:7]=1[CH3:17])=O)C.[H-].[Al+3].[Li+].[H-].[H-].[H-], predict the reaction product. The product is: [CH3:17][C:7]1[N:8]=[C:9]([C:11]2[CH:16]=[CH:15][CH:14]=[CH:13][CH:12]=2)[S:10][C:6]=1[CH2:4][OH:3]. (4) Given the reactants [C:1]1([OH:7])[CH:6]=[CH:5][CH:4]=[CH:3][CH:2]=1.[OH-].[Na+:9].[OH-].[Cs+:11], predict the reaction product. The product is: [O-:7][C:1]1[CH:6]=[CH:5][CH:4]=[CH:3][CH:2]=1.[Cs+:11].[O-:7][C:1]1[CH:6]=[CH:5][CH:4]=[CH:3][CH:2]=1.[Na+:9]. (5) Given the reactants [C:1]([C:5]1[CH:10]=[CH:9][C:8]([NH:11][C:12](=[O:29])[C:13]2[CH:18]=[CH:17][C:16]([C:19]3[C:24]([C:25]([F:28])([F:27])[F:26])=[CH:23][CH:22]=[CH:21][N:20]=3)=[CH:15][CH:14]=2)=[CH:7][C:6]=1[O:30][CH2:31][CH2:32][O:33][Si](C(C)(C)C)(C)C)([CH3:4])([CH3:3])[CH3:2].C1(C)C=CC(S(O)(=O)=O)=CC=1, predict the reaction product. The product is: [C:1]([C:5]1[CH:10]=[CH:9][C:8]([NH:11][C:12](=[O:29])[C:13]2[CH:18]=[CH:17][C:16]([C:19]3[C:24]([C:25]([F:26])([F:27])[F:28])=[CH:23][CH:22]=[CH:21][N:20]=3)=[CH:15][CH:14]=2)=[CH:7][C:6]=1[O:30][CH2:31][CH2:32][OH:33])([CH3:4])([CH3:2])[CH3:3]. (6) Given the reactants [Cl:1][C:2]1[CH:7]=[CH:6][C:5]([NH2:8])=[CH:4][C:3]=1[C:9]1[O:10][C:11]2[CH:17]=[CH:16][C:15]([CH3:18])=[CH:14][C:12]=2[N:13]=1.[C:19](Cl)(=[O:26])[C:20]1[CH:25]=[CH:24][CH:23]=[CH:22][CH:21]=1, predict the reaction product. The product is: [Cl:1][C:2]1[CH:7]=[CH:6][C:5]([NH:8][C:19](=[O:26])[C:20]2[CH:25]=[CH:24][CH:23]=[CH:22][CH:21]=2)=[CH:4][C:3]=1[C:9]1[O:10][C:11]2[CH:17]=[CH:16][C:15]([CH3:18])=[CH:14][C:12]=2[N:13]=1. (7) The product is: [Cl:1][C:2]1[CH:3]=[C:4]([C:9]2[C:10]([C:20]#[N:21])=[C:11]([OH:19])[C:12]([OH:17])=[CH:13][C:14]=2[C:15]#[N:16])[CH:5]=[CH:6][C:7]=1[Cl:8]. Given the reactants [Cl:1][C:2]1[CH:3]=[C:4]([C:9]2[C:10]([C:20]#[N:21])=[C:11]([OH:19])[C:12]([O:17]C)=[CH:13][C:14]=2[C:15]#[N:16])[CH:5]=[CH:6][C:7]=1[Cl:8].ClC1C=C(B(O)O)C=CC=1Cl.BrC1C(C#N)=C(O)C(OC)=CC=1C#N, predict the reaction product. (8) Given the reactants [Cl:1][C:2]1[CH:3]=[C:4]2[C:8](=[CH:9][CH:10]=1)[NH:7][CH:6]=[C:5]2[CH2:11][N:12]1[C:20]([C:21]2[N:25]([CH3:26])[CH:24]=[C:23]([C:27]([OH:29])=O)[CH:22]=2)=[C:19]2[C:14]([N:15]([CH2:33][CH:34]3[CH2:36][CH2:35]3)[C:16](=[O:32])[N:17]([CH3:31])[C:18]2=[O:30])=[N:13]1.Cl.[O:38]([NH2:40])[CH3:39].C(P(=O)(OCC)OCC)#N, predict the reaction product. The product is: [Cl:1][C:2]1[CH:3]=[C:4]2[C:8](=[CH:9][CH:10]=1)[NH:7][CH:6]=[C:5]2[CH2:11][N:12]1[C:20]([C:21]2[N:25]([CH3:26])[CH:24]=[C:23]([C:27]([NH:40][O:38][CH3:39])=[O:29])[CH:22]=2)=[C:19]2[C:14]([N:15]([CH2:33][CH:34]3[CH2:35][CH2:36]3)[C:16](=[O:32])[N:17]([CH3:31])[C:18]2=[O:30])=[N:13]1. (9) Given the reactants [F:1][CH:2]([F:14])[CH2:3][O:4][C:5]1[N:10]=[CH:9][C:8]([C:11](=O)[CH3:12])=[CH:7][CH:6]=1.[CH3:15][C:16]([S@:19]([NH2:21])=[O:20])([CH3:18])[CH3:17], predict the reaction product. The product is: [F:1][CH:2]([F:14])[CH2:3][O:4][C:5]1[N:10]=[CH:9][C:8]([CH:11]([NH:21][S@@:19]([C:16]([CH3:18])([CH3:17])[CH3:15])=[O:20])[CH3:12])=[CH:7][CH:6]=1.